This data is from Catalyst prediction with 721,799 reactions and 888 catalyst types from USPTO. The task is: Predict which catalyst facilitates the given reaction. Reactant: [C:1]([O:5][C@@H:6]([C:12]1[C:31]([CH3:32])=[CH:30][C:15]2[N:16]=[C:17]([C:19]3[CH:20]=[N:21][C:22]4[N:23]([N:25]=[CH:26][C:27]=4[CH2:28][CH3:29])[CH:24]=3)[S:18][C:14]=2[C:13]=1[C:33]1[CH:38]=[CH:37][C:36]([Cl:39])=[CH:35][CH:34]=1)[C:7]([O:9]CC)=[O:8])([CH3:4])([CH3:3])[CH3:2].[I-].[Li+]. Product: [C:1]([O:5][C@@H:6]([C:12]1[C:31]([CH3:32])=[CH:30][C:15]2[N:16]=[C:17]([C:19]3[CH:20]=[N:21][C:22]4[N:23]([N:25]=[CH:26][C:27]=4[CH2:28][CH3:29])[CH:24]=3)[S:18][C:14]=2[C:13]=1[C:33]1[CH:38]=[CH:37][C:36]([Cl:39])=[CH:35][CH:34]=1)[C:7]([OH:9])=[O:8])([CH3:2])([CH3:3])[CH3:4]. The catalyst class is: 300.